From a dataset of Forward reaction prediction with 1.9M reactions from USPTO patents (1976-2016). Predict the product of the given reaction. Given the reactants [CH2:1]([O:3][CH:4]([O:22][CH2:23][CH3:24])[CH2:5][O:6][C:7]1[CH:8]=[C:9](B2OC(C)(C)C(C)(C)O2)[CH:10]=[CH:11][CH:12]=1)[CH3:2].C(OC([N:32]([C:49]1[CH:54]=[CH:53][N:52]=[C:51](Cl)[N:50]=1)[C:33]1[CH:34]=[C:35]2[C:39](=[CH:40][CH:41]=1)[N:38]([C:42]([O:44][C:45]([CH3:48])([CH3:47])[CH3:46])=[O:43])[N:37]=[CH:36]2)=O)(C)(C)C.C([O-])([O-])=O.[Na+].[Na+].CC(OC(OC(OC(C)(C)C)=O)=O)(C)C, predict the reaction product. The product is: [CH2:23]([O:22][CH:4]([O:3][CH2:1][CH3:2])[CH2:5][O:6][C:7]1[CH:8]=[C:9]([C:51]2[N:50]=[C:49]([NH:32][C:33]3[CH:34]=[C:35]4[C:39](=[CH:40][CH:41]=3)[N:38]([C:42]([O:44][C:45]([CH3:48])([CH3:47])[CH3:46])=[O:43])[N:37]=[CH:36]4)[CH:54]=[CH:53][N:52]=2)[CH:10]=[CH:11][CH:12]=1)[CH3:24].